Task: Regression/Classification. Given a drug SMILES string, predict its absorption, distribution, metabolism, or excretion properties. Task type varies by dataset: regression for continuous measurements (e.g., permeability, clearance, half-life) or binary classification for categorical outcomes (e.g., BBB penetration, CYP inhibition). Dataset: cyp3a4_veith.. Dataset: CYP3A4 inhibition data for predicting drug metabolism from PubChem BioAssay (1) The drug is CC(=O)c1cccc(NC(=O)c2csc(-n3nc(C)cc3C(F)(F)F)n2)c1. The result is 1 (inhibitor). (2) The drug is CCCCn1ccnc1C(=O)c1ccc(S(=O)(=O)N(CCOC)CCOC)cc1. The result is 1 (inhibitor). (3) The compound is O=C(Nc1ccccc1)N1CCCC2(CCN(C(=O)c3csnn3)CC2)C1. The result is 1 (inhibitor). (4) The molecule is Cc1ccccc1OCC(=O)OC1CCN(C)CC1.Cl. The result is 0 (non-inhibitor).